Task: Predict which catalyst facilitates the given reaction.. Dataset: Catalyst prediction with 721,799 reactions and 888 catalyst types from USPTO (1) Reactant: Cl.Cl.[C:3]([C:7]1[CH:12]=[CH:11][CH:10]=[CH:9][C:8]=1[N:13]1[CH2:18][CH2:17][NH:16][CH2:15][CH2:14]1)([CH3:6])([CH3:5])[CH3:4].C(N(CC)CC)C.Cl[C:27]([O:29][CH2:30][C:31]([Cl:34])([Cl:33])[Cl:32])=[O:28]. Product: [C:3]([C:7]1[CH:12]=[CH:11][CH:10]=[CH:9][C:8]=1[N:13]1[CH2:18][CH2:17][N:16]([C:27]([O:29][CH2:30][C:31]([Cl:34])([Cl:33])[Cl:32])=[O:28])[CH2:15][CH2:14]1)([CH3:6])([CH3:4])[CH3:5]. The catalyst class is: 7. (2) Reactant: [O:1]1[CH2:6][CH2:5][CH:4]([CH2:7][NH:8][C:9]2[N:17]=[C:16]([C:18]([F:21])([F:20])[F:19])[CH:15]=[CH:14][C:10]=2[C:11]([OH:13])=O)[CH2:3][CH2:2]1.CCN=C=NCCCN(C)C.C1C=CC2N(O)N=NC=2C=1.CCN(C(C)C)C(C)C.[CH3:52][C:53]([NH2:57])([C:55]#[CH:56])[CH3:54]. Product: [CH3:52][C:53]([NH:57][C:11](=[O:13])[C:10]1[CH:14]=[CH:15][C:16]([C:18]([F:21])([F:20])[F:19])=[N:17][C:9]=1[NH:8][CH2:7][CH:4]1[CH2:3][CH2:2][O:1][CH2:6][CH2:5]1)([C:55]#[CH:56])[CH3:54]. The catalyst class is: 2.